This data is from Catalyst prediction with 721,799 reactions and 888 catalyst types from USPTO. The task is: Predict which catalyst facilitates the given reaction. (1) Reactant: [Cl:1][C:2]1[C:3]([CH2:16][O:17][C:18]2[CH:19]=[N:20][C:21]([CH:25]3[CH2:27][CH2:26]3)=[C:22]([Cl:24])[CH:23]=2)=[CH:4][C:5]([F:15])=[C:6]([CH:14]=1)[C:7]([O:9]C(C)(C)C)=[O:8].C(O)(C(F)(F)F)=O. Product: [Cl:1][C:2]1[C:3]([CH2:16][O:17][C:18]2[CH:19]=[N:20][C:21]([CH:25]3[CH2:27][CH2:26]3)=[C:22]([Cl:24])[CH:23]=2)=[CH:4][C:5]([F:15])=[C:6]([CH:14]=1)[C:7]([OH:9])=[O:8]. The catalyst class is: 4. (2) Reactant: [C:1]([C:3]([C:6]1[CH:7]=[C:8]([CH:29]=[CH:30][CH:31]=1)[C:9]([NH:11][C:12]1[CH:17]=[CH:16][C:15]([CH3:18])=[C:14]([O:19][C:20]2[CH:25]=[CH:24][C:23]([N+:26]([O-])=O)=[CH:22][CH:21]=2)[CH:13]=1)=[O:10])([CH3:5])[CH3:4])#[N:2]. Product: [NH2:26][C:23]1[CH:22]=[CH:21][C:20]([O:19][C:14]2[CH:13]=[C:12]([NH:11][C:9](=[O:10])[C:8]3[CH:29]=[CH:30][CH:31]=[C:6]([C:3]([C:1]#[N:2])([CH3:5])[CH3:4])[CH:7]=3)[CH:17]=[CH:16][C:15]=2[CH3:18])=[CH:25][CH:24]=1. The catalyst class is: 719. (3) Reactant: Br[C:2]1[CH:7]=[CH:6][C:5]([S:8]([NH:11][C:12]2[CH:17]=[CH:16][C:15]([Cl:18])=[CH:14][C:13]=2[C:19]([C:21]2[CH:22]=[N:23][C:24]([CH3:27])=[CH:25][CH:26]=2)=[O:20])(=[O:10])=[O:9])=[CH:4][CH:3]=1.O.[O-]P([O-])([O-])=O.[K+].[K+].[K+].C1(P(C2C=CC=CC=2)C2C=CC3C(=CC=CC=3)C=2C2C3C(=CC=CC=3)C=CC=2P(C2C=CC=CC=2)C2C=CC=CC=2)C=CC=CC=1.[CH3:83][C@H:84]1[O:89][C@@H:88]([CH3:90])[CH2:87][NH:86][CH2:85]1. Product: [Cl:18][C:15]1[CH:16]=[CH:17][C:12]([NH:11][S:8]([C:5]2[CH:6]=[CH:7][C:2]([N:86]3[CH2:85][C@H:84]([CH3:83])[O:89][C@H:88]([CH3:90])[CH2:87]3)=[CH:3][CH:4]=2)(=[O:10])=[O:9])=[C:13]([C:19]([C:21]2[CH:22]=[N:23][C:24]([CH3:27])=[CH:25][CH:26]=2)=[O:20])[CH:14]=1. The catalyst class is: 3.